Task: Predict the reaction yield, written as a fraction of the theoretical maximum amount of product (1.0 means a 100% yield; for example, 0.34 means a 34% yield).. Dataset: Reaction yield outcomes from USPTO patents with 853,638 reactions (1) The reactants are Br.[NH2:2][C:3]1[C:11]([OH:12])=[CH:10][CH:9]=[CH:8][C:4]=1[C:5]([OH:7])=[O:6].C(N(CC)CC)C.[C:20]1([CH2:26][C:27](Cl)=O)[CH:25]=[CH:24][CH:23]=[CH:22][CH:21]=1.O.C1(C)C=CC(S(O)(=O)=O)=CC=1. The catalyst is ClCCl.O. The product is [CH2:26]([C:27]1[O:12][C:11]2[C:3](=[C:4]([C:5]([OH:7])=[O:6])[CH:8]=[CH:9][CH:10]=2)[N:2]=1)[C:20]1[CH:25]=[CH:24][CH:23]=[CH:22][CH:21]=1. The yield is 0.510. (2) The reactants are [CH2:1]([O:3][C:4]1[CH:5]=[C:6]([CH:14]2[C:19]([C:20]3[CH:25]=[CH:24][CH:23]=[CH:22][CH:21]=3)=[C:18]([C:26]3[CH:31]=[CH:30][CH:29]=[CH:28][CH:27]=3)[NH:17][C:16](=[O:32])[NH:15]2)[CH:7]=[C:8]([N+:11]([O-])=O)[C:9]=1[OH:10])[CH3:2].[NH4+].[Cl-].C1COCC1.O. The catalyst is CO.[Fe]. The product is [NH2:11][C:8]1[CH:7]=[C:6]([CH:14]2[C:19]([C:20]3[CH:25]=[CH:24][CH:23]=[CH:22][CH:21]=3)=[C:18]([C:26]3[CH:31]=[CH:30][CH:29]=[CH:28][CH:27]=3)[NH:17][C:16](=[O:32])[NH:15]2)[CH:5]=[C:4]([O:3][CH2:1][CH3:2])[C:9]=1[OH:10]. The yield is 0.963. (3) The reactants are [CH2:1]([N:3]([CH2:6][CH3:7])[CH2:4][CH3:5])C.BrC1[S:10][CH:11]=[CH:12][N:13]=1.[I-].[Na+].CN(C)C=[O:19]. The product is [OH:19][C@H:5]1[CH2:7][CH2:6][N:3]([C:1]2[S:10][CH:11]=[CH:12][N:13]=2)[CH2:4]1. No catalyst specified. The yield is 0.190. (4) The reactants are [C:1](=[O:15])([O:6][CH2:7][CH2:8][O:9][C:10](=[O:14])[C:11]([CH3:13])=[CH2:12])[O:2][CH:3](Cl)[CH3:4].[C:16]([O-:21])(=[O:20])[C:17]([CH3:19])=[CH2:18].[K+].N#N. The catalyst is CN(C)C=O.C1OCCOCCOCCOCCOCCOC1. The product is [C:1](=[O:15])([O:6][CH2:7][CH2:8][O:9][C:10](=[O:14])[C:11]([CH3:13])=[CH2:12])[O:2][CH:3]([O:21][C:16](=[O:20])[C:17]([CH3:19])=[CH2:18])[CH3:4]. The yield is 0.770. (5) The product is [NH2:1][C:2]1[C:11]2=[CH:12][N:13]([CH:15]3[O:40][Si:35]([C:36]([CH3:39])([CH3:38])[CH3:37])([C:32]([CH3:33])([CH3:31])[CH3:34])[O:22][CH:18]4[C:17]([OH:16])([CH3:56])[CH2:23][O:24][CH:19]34)[N:28]=[C:29]3[C:10]2=[C:4]([C:5](=[O:25])[NH:6][N:26]=[CH:30]3)[CH:3]=1. The reactants are [NH2:1][C:2]1[C:11]2=[CH:12][N:13]([CH:15]3[C:19](O)(C)[CH:18]([OH:22])[CH:17]([CH2:23][OH:24])[O:16]3)N=C3[C:10]2=[C:4]([C:5](=[O:25])[NH:6]N=C3)[CH:3]=1.[NH:26]1[CH:30]=[CH:29][N:28]=C1.[CH3:31][C:32]([Si:35](OS(C(F)(F)F)(=O)=O)([O:40]S(C(F)(F)F)(=O)=O)[C:36]([CH3:39])([CH3:38])[CH3:37])([CH3:34])[CH3:33].[CH3:56]N(C=O)C. No catalyst specified. The yield is 0.640. (6) The reactants are [CH3:1][O:2][C:3]([C:5]1([C:8]2[CH:13]=[CH:12][C:11]([OH:14])=[C:10]([OH:15])[CH:9]=2)[CH2:7][CH2:6]1)=[O:4].CC1C=[CH:19][C:20](S(O)(=O)=O)=[CH:21][CH:22]=1.C1(=O)CCC1. The catalyst is C1(C)C=CC=CC=1. The product is [C:19]12([O:14][C:11]3[CH:12]=[CH:13][C:8]([C:5]4([C:3]([O:2][CH3:1])=[O:4])[CH2:7][CH2:6]4)=[CH:9][C:10]=3[O:15]1)[CH2:20][CH2:21][CH2:22]2. The yield is 0.500. (7) The reactants are [F:1][C:2]1[CH:7]=[CH:6][CH:5]=[C:4]([F:8])[C:3]=1[C:9]1[NH:17][C:16]2[CH2:15][CH2:14][N:13]([C:18]3[N:19]=[C:20]([C:24]4[CH:25]=[N:26][CH:27]=[CH:28][CH:29]=4)[S:21][C:22]=3[CH3:23])[CH2:12][C:11]=2[CH:10]=1.[I:30]N1C(=O)CCC1=O. The catalyst is CN(C=O)C.CCOC(C)=O. The product is [F:1][C:2]1[CH:7]=[CH:6][CH:5]=[C:4]([F:8])[C:3]=1[C:9]1[NH:17][C:16]2[CH2:15][CH2:14][N:13]([C:18]3[N:19]=[C:20]([C:24]4[CH:25]=[N:26][CH:27]=[CH:28][CH:29]=4)[S:21][C:22]=3[CH3:23])[CH2:12][C:11]=2[C:10]=1[I:30]. The yield is 0.170. (8) The reactants are [OH-].[Li+].[CH2:3]([O:10][C:11]1[CH:16]=[CH:15][C:14]([S:17]([NH:20][CH2:21][C@H:22]([N:27]2[CH2:32][CH2:31][N:30]([S:33]([CH3:36])(=[O:35])=[O:34])[CH2:29][CH2:28]2)[C:23]([O:25]C)=[O:24])(=[O:19])=[O:18])=[CH:13][CH:12]=1)[C:4]1[CH:9]=[CH:8][CH:7]=[CH:6][CH:5]=1. The catalyst is O1CCCC1.O. The product is [CH2:3]([O:10][C:11]1[CH:12]=[CH:13][C:14]([S:17]([NH:20][CH2:21][C@H:22]([N:27]2[CH2:32][CH2:31][N:30]([S:33]([CH3:36])(=[O:34])=[O:35])[CH2:29][CH2:28]2)[C:23]([OH:25])=[O:24])(=[O:19])=[O:18])=[CH:15][CH:16]=1)[C:4]1[CH:9]=[CH:8][CH:7]=[CH:6][CH:5]=1. The yield is 0.860.